This data is from Full USPTO retrosynthesis dataset with 1.9M reactions from patents (1976-2016). The task is: Predict the reactants needed to synthesize the given product. (1) Given the product [F:12][C:13]1[CH:18]=[CH:17][C:16]([C@H:19]2[CH2:22][C@H:21]([CH:9]=[O:11])[CH2:20]2)=[CH:15][CH:14]=1, predict the reactants needed to synthesize it. The reactants are: C1(C2C[C:9](=[O:11])C2)C=CC=CC=1.[F:12][C:13]1[CH:18]=[CH:17][C:16]([CH:19]2[CH2:22][C:21](=O)[CH2:20]2)=[CH:15][CH:14]=1. (2) Given the product [F:23][C:24]1[CH:25]=[CH:26][C:27]([C:30]([F:31])([F:32])[F:33])=[CH:28][C:29]=1[O:1][CH:2]1[CH2:6][CH2:5][N:4]([C:7]([C:9]2[CH:14]=[C:13]([S:15]([CH3:18])(=[O:17])=[O:16])[CH:12]=[CH:11][C:10]=2[O:19][CH:20]([CH3:22])[CH3:21])=[O:8])[CH2:3]1, predict the reactants needed to synthesize it. The reactants are: [OH:1][CH:2]1[CH2:6][CH2:5][N:4]([C:7]([C:9]2[CH:14]=[C:13]([S:15]([CH3:18])(=[O:17])=[O:16])[CH:12]=[CH:11][C:10]=2[O:19][CH:20]([CH3:22])[CH3:21])=[O:8])[CH2:3]1.[F:23][C:24]1[CH:29]=[CH:28][C:27]([C:30]([F:33])([F:32])[F:31])=[CH:26][C:25]=1O. (3) Given the product [NH3:7].[F:4][C:5]1[CH:6]=[N:7][C:8]([O:20][C:21]2[CH:26]=[CH:25][CH:24]=[C:23]([S:27][CH3:28])[CH:22]=2)=[C:9]([CH:19]=1)[C:10]([NH:12][CH:13]1[CH2:14][CH2:15][N:16]([CH2:1][CH3:2])[CH2:17][CH2:18]1)=[O:11], predict the reactants needed to synthesize it. The reactants are: [CH:1](=O)[CH3:2].[F:4][C:5]1[CH:6]=[N:7][C:8]([O:20][C:21]2[CH:26]=[CH:25][CH:24]=[C:23]([S:27][CH3:28])[CH:22]=2)=[C:9]([CH:19]=1)[C:10]([NH:12][CH:13]1[CH2:18][CH2:17][NH:16][CH2:15][CH2:14]1)=[O:11].[Na]. (4) The reactants are: [F:1][C:2]([F:23])([F:22])[C:3]1[CH:8]=[CH:7][C:6](/[CH:9]=[CH:10]/[C:11]2[O:12][CH:13]=[C:14]([CH2:16][C:17](OCC)=[O:18])[N:15]=2)=[CH:5][CH:4]=1.[Cl-].[Ca+2].[Cl-].[BH4-].[Na+].Cl. Given the product [F:23][C:2]([F:1])([F:22])[C:3]1[CH:8]=[CH:7][C:6](/[CH:9]=[CH:10]/[C:11]2[O:12][CH:13]=[C:14]([CH2:16][CH2:17][OH:18])[N:15]=2)=[CH:5][CH:4]=1, predict the reactants needed to synthesize it. (5) Given the product [Br:12][C:7]1[C:2]([OH:1])=[C:3]([C:9](=[O:11])[CH3:10])[CH:4]=[C:5]([CH3:8])[CH:6]=1, predict the reactants needed to synthesize it. The reactants are: [OH:1][C:2]1[CH:7]=[CH:6][C:5]([CH3:8])=[CH:4][C:3]=1[C:9](=[O:11])[CH3:10].[Br:12]Br.O. (6) Given the product [Cl:1][C:2]1[CH:7]=[CH:6][C:5]([OH:8])=[CH:4][C:3]=1[C:10]1[C:34]([CH3:35])=[CH:33][C:13]2[N:14]=[C:15]([NH:18][C:19]3[CH:24]=[CH:23][C:22]([O:25][CH2:26][CH2:27][N:28]4[CH2:32][CH2:31][CH2:30][CH2:29]4)=[CH:21][CH:20]=3)[N:16]=[N:17][C:12]=2[CH:11]=1, predict the reactants needed to synthesize it. The reactants are: [Cl:1][C:2]1[CH:7]=[CH:6][C:5]([O:8]C)=[CH:4][C:3]=1[C:10]1[C:34]([CH3:35])=[CH:33][C:13]2[N:14]=[C:15]([NH:18][C:19]3[CH:24]=[CH:23][C:22]([O:25][CH2:26][CH2:27][N:28]4[CH2:32][CH2:31][CH2:30][CH2:29]4)=[CH:21][CH:20]=3)[N:16]=[N:17][C:12]=2[CH:11]=1.B(Br)(Br)Br.